From a dataset of Forward reaction prediction with 1.9M reactions from USPTO patents (1976-2016). Predict the product of the given reaction. (1) Given the reactants [CH3:1][O:2][C:3](=[O:14])[CH2:4][O:5][C:6]1[CH:11]=[CH:10][C:9]([F:12])=[C:8]([NH2:13])[CH:7]=1.C([O:17][C:18](=O)[CH:19]([CH2:24][C:25]1[CH:30]=[CH:29][C:28]([C:31](=[O:33])[CH3:32])=[CH:27][CH:26]=1)[C:20](=O)[CH2:21][CH3:22])C, predict the reaction product. The product is: [CH3:1][O:2][C:3](=[O:14])[CH2:4][O:5][C:6]1[CH:11]=[CH:10][C:9]([F:12])=[C:8]2[C:7]=1[C:18](=[O:17])[C:19]([CH2:24][C:25]1[CH:26]=[CH:27][C:28]([C:31](=[O:33])[CH3:32])=[CH:29][CH:30]=1)=[C:20]([CH2:21][CH3:22])[NH:13]2. (2) The product is: [Cl:1][C:2]1[CH:27]=[C:26]([F:28])[CH:25]=[CH:24][C:3]=1[O:4][C:5]1[CH:10]=[CH:9][CH:8]=[CH:7][C:6]=1[NH:11][S:12]([C:15]1[CH:16]=[CH:17][C:18]([C:19]([NH:43][CH2:42][CH2:41][N:38]2[CH2:37][CH2:36][N:35]([C:30]3[N:29]=[CH:34][CH:33]=[CH:32][N:31]=3)[CH2:40][CH2:39]2)=[O:21])=[CH:22][CH:23]=1)(=[O:13])=[O:14]. Given the reactants [Cl:1][C:2]1[CH:27]=[C:26]([F:28])[CH:25]=[CH:24][C:3]=1[O:4][C:5]1[CH:10]=[CH:9][CH:8]=[CH:7][C:6]=1[NH:11][S:12]([C:15]1[CH:23]=[CH:22][C:18]([C:19]([OH:21])=O)=[CH:17][CH:16]=1)(=[O:14])=[O:13].[N:29]1[CH:34]=[CH:33][CH:32]=[N:31][C:30]=1[N:35]1[CH2:40][CH2:39][N:38]([CH2:41][CH2:42][NH2:43])[CH2:37][CH2:36]1, predict the reaction product. (3) Given the reactants [NH2:1][C:2]1[CH:7]=[CH:6][CH:5]=[CH:4][N:3]=1.Cl[CH2:9][C:10]([NH:12][C:13](=[O:17])[O:14][CH2:15][CH3:16])=O.[N:18]1[C:23](C)=[CH:22][CH:21]=[CH:20][C:19]=1C, predict the reaction product. The product is: [CH2:15]([O:14][C:13](=[O:17])[NH:12][C:10]1[N:1]=[C:2]2[CH:7]=[C:6]([C:20]3[CH:19]=[N:18][CH:23]=[CH:22][CH:21]=3)[CH:5]=[CH:4][N:3]2[CH:9]=1)[CH3:16]. (4) Given the reactants [F:1][C:2]([F:15])([F:14])[S:3]([O:6]S(C(F)(F)F)(=O)=O)(=[O:5])=[O:4].O[C:17]1[C:47]2[C:42](=[CH:43][CH:44]=[CH:45][CH:46]=2)[CH:20]2[O:21][CH2:22][C:23]([C:36]3[CH:41]=[CH:40][CH:39]=[CH:38][CH:37]=3)([C:25]3[CH:30]=[CH:29][C:28]([N:31]4[CH2:35][CH2:34][CH2:33][CH2:32]4)=[CH:27][CH:26]=3)[CH:24]=[C:19]2[C:18]=1[C:48]([O:50][CH3:51])=[O:49].N1C=CC=CC=1, predict the reaction product. The product is: [F:1][C:2]([F:15])([F:14])[S:3]([O:6][C:17]1[C:47]2[C:42](=[CH:43][CH:44]=[CH:45][CH:46]=2)[CH:20]2[O:21][CH2:22][C:23]([C:36]3[CH:41]=[CH:40][CH:39]=[CH:38][CH:37]=3)([C:25]3[CH:30]=[CH:29][C:28]([N:31]4[CH2:35][CH2:34][CH2:33][CH2:32]4)=[CH:27][CH:26]=3)[CH:24]=[C:19]2[C:18]=1[C:48]([O:50][CH3:51])=[O:49])(=[O:5])=[O:4]. (5) Given the reactants [Br:1][C:2]1[N:7]2[CH:8]=[CH:9][N:10]=[C:6]2[C:5]([NH:11][CH2:12][C:13]2[CH:18]=[CH:17][C:16]([O:19][CH3:20])=[CH:15][CH:14]=2)=[N:4][CH:3]=1.[C:21]([O:25][C:26](O[C:26]([O:25][C:21]([CH3:24])([CH3:23])[CH3:22])=[O:27])=[O:27])([CH3:24])([CH3:23])[CH3:22], predict the reaction product. The product is: [C:21]([O:25][C:26](=[O:27])[N:11]([C:5]1[C:6]2[N:7]([CH:8]=[CH:9][N:10]=2)[C:2]([Br:1])=[CH:3][N:4]=1)[CH2:12][C:13]1[CH:18]=[CH:17][C:16]([O:19][CH3:20])=[CH:15][CH:14]=1)([CH3:24])([CH3:23])[CH3:22]. (6) Given the reactants [NH:1]1[C@H:14]2[C@H:5]([CH2:6][CH2:7][C:8]3[C:13]2=[N:12][CH:11]=[CH:10][CH:9]=3)[CH2:4][CH2:3][CH2:2]1.[C:15]1([C:21]([C:35]2[CH:40]=[CH:39][CH:38]=[CH:37][CH:36]=2)([C:29]2[CH:34]=[CH:33][CH:32]=[CH:31][CH:30]=2)[N:22]2[CH:26]=[C:25]([CH:27]=O)[N:24]=[CH:23]2)[CH:20]=[CH:19][CH:18]=[CH:17][CH:16]=1.C(O)(=O)C.C(O[BH-](OC(=O)C)OC(=O)C)(=O)C.[Na+], predict the reaction product. The product is: [C:35]1([C:21]([C:15]2[CH:16]=[CH:17][CH:18]=[CH:19][CH:20]=2)([C:29]2[CH:30]=[CH:31][CH:32]=[CH:33][CH:34]=2)[N:22]2[CH:26]=[C:25]([CH2:27][N:12]3[C@H:13]4[C@H:8]([CH2:7][CH2:6][C:5]5[C:14]4=[N:1][CH:2]=[CH:3][CH:4]=5)[CH2:9][CH2:10][CH2:11]3)[N:24]=[CH:23]2)[CH:40]=[CH:39][CH:38]=[CH:37][CH:36]=1.